This data is from Full USPTO retrosynthesis dataset with 1.9M reactions from patents (1976-2016). The task is: Predict the reactants needed to synthesize the given product. (1) Given the product [NH2:5][C:4]1[C:3]2[C:2](=[CH:9][CH:8]=[CH:7][C:6]=2[O:10][CH2:11][CH:12]2[CH2:16][CH2:15][CH2:14][CH2:13]2)[N:1]=[C:18]([CH3:25])[C:19]=1[C:20]([O:22][CH2:23][CH3:24])=[O:21], predict the reactants needed to synthesize it. The reactants are: [NH2:1][C:2]1[CH:9]=[CH:8][CH:7]=[C:6]([O:10][CH2:11][CH:12]2[CH2:16][CH2:15][CH2:14][CH2:13]2)[C:3]=1[C:4]#[N:5].O=[C:18]([CH3:25])[CH2:19][C:20]([O:22][CH2:23][CH3:24])=[O:21]. (2) Given the product [Cl:3][C:4]1[CH:9]=[CH:8][C:7]([N:10]2[CH2:15][CH2:14][N:13]([C:34](=[O:35])[CH2:33][N:26]3[C:27]4=[N:28][CH:29]=[CH:30][CH:31]=[C:32]4[C:24]([C:20]4[NH:19][CH:23]=[CH:22][N:21]=4)=[N:25]3)[C@@H:12]([CH3:16])[CH2:11]2)=[CH:6][C:5]=1[O:17][CH3:18], predict the reactants needed to synthesize it. The reactants are: Cl.Cl.[Cl:3][C:4]1[CH:9]=[CH:8][C:7]([N:10]2[CH2:15][CH2:14][NH:13][C@@H:12]([CH3:16])[CH2:11]2)=[CH:6][C:5]=1[O:17][CH3:18].[NH:19]1[CH:23]=[CH:22][N:21]=[C:20]1[C:24]1[C:32]2[C:27](=[N:28][CH:29]=[CH:30][CH:31]=2)[N:26]([CH2:33][C:34](O)=[O:35])[N:25]=1. (3) Given the product [CH3:1][O:2][C:3](=[O:60])[NH:4][CH:5]([C:9]([N:11]1[CH2:15][CH2:14][CH2:13][CH:12]1[C:16]1[NH:17][C:18]([C:21]2[CH:59]=[C:25]3[CH2:26][O:27][C:74]4[C:75]5=[C:92]([CH:71]=[C:72]([C:19]6[NH:20][C:16]([CH:12]7[CH2:13][CH2:14][CH2:15][N:11]7[C:9](=[O:10])[CH:5]([NH:4][C:3]([O:2][CH3:1])=[O:60])[CH:6]([CH3:7])[CH3:8])=[N:17][CH:18]=6)[CH:73]=4)[CH2:67][O:66][C:82]([CH:22]=2)=[C:83]35)=[CH:19][N:20]=1)=[O:10])[CH:6]([CH3:8])[CH3:7], predict the reactants needed to synthesize it. The reactants are: [CH3:1][O:2][C:3](=[O:60])[NH:4][CH:5]([C:9]([N:11]1[CH2:15][CH2:14][CH2:13][CH:12]1[C:16]1[NH:17][C:18]([C:21]2[CH:22]=CC3C4C(=C5C=CC(C6NC(C7CCCN7C(=O)C(NC(OC)=O)C(C)C)=NC=6)=CC5=CC=4)[O:27][CH2:26][C:25]=3[CH:59]=2)=[CH:19][N:20]=1)=[O:10])[CH:6]([CH3:8])[CH3:7].FC(F)(F)S([O:66][C:67]1C=CC2[C:71]([CH:92]=1)=[CH:72][CH:73]=[C:74]1C=2OCC2C=C(OS(C(F)(F)F)(=O)=O)[CH:82]=[CH:83][C:75]1=2)(=O)=O. (4) Given the product [CH3:27][O:14][C:13]([C:6]1[O:7][C:8]([C:10]2[C:4]([C:5]=1[C:16]1[CH:17]=[CH:18][CH:19]=[CH:20][CH:21]=1)=[CH:3][C:2]([Br:1])=[CH:12][CH:11]=2)=[O:9])=[O:15], predict the reactants needed to synthesize it. The reactants are: [Br:1][C:2]1[CH:3]=[C:4]2[C:10](=[CH:11][CH:12]=1)[C:8](=[O:9])[O:7][C:6]([C:13]([OH:15])=[O:14])=[C:5]2[C:16]1[CH:21]=[CH:20][CH:19]=[CH:18][CH:17]=1.S(=O)(=O)(O)O.[CH3:27]O. (5) Given the product [Cl:1][C:2]1[N:7]=[CH:6][C:5]([CH2:8][CH2:9][CH2:10][CH2:11][N:12]2[CH:16]=[CH:15][N:14]=[N:13]2)=[CH:4][N:3]=1, predict the reactants needed to synthesize it. The reactants are: [Cl:1][C:2]1[N:7]=[CH:6][C:5]([C:8]#[C:9][CH2:10][CH2:11][N:12]2[CH:16]=[CH:15][N:14]=[N:13]2)=[CH:4][N:3]=1. (6) Given the product [CH3:51][N:52]1[CH2:57][CH2:56][N:55]([CH2:2][C:3]2[O:7][C:6]([C:8]3[C:9]([O:23][CH2:24][CH2:25][Si:26]([CH3:27])([CH3:29])[CH3:28])=[N:10][C:11]([NH:14][CH2:15][CH2:16][C:17]4[CH:22]=[CH:21][N:20]=[CH:19][CH:18]=4)=[N:12][CH:13]=3)=[N:5][N:4]=2)[CH2:54][CH2:53]1, predict the reactants needed to synthesize it. The reactants are: O[CH2:2][C:3]1[O:7][C:6]([C:8]2[C:9]([O:23][CH2:24][CH2:25][Si:26]([CH3:29])([CH3:28])[CH3:27])=[N:10][C:11]([NH:14][CH2:15][CH2:16][C:17]3[CH:22]=[CH:21][N:20]=[CH:19][CH:18]=3)=[N:12][CH:13]=2)=[N:5][N:4]=1.CS(OS(C)(=O)=O)(=O)=O.C(N(CC)CC)C.C(=O)([O-])O.[Na+].[CH3:51][N:52]1[CH2:57][CH2:56][NH:55][CH2:54][CH2:53]1. (7) Given the product [CH3:17][O:18][C:19](=[O:24])[CH2:20][CH2:21][CH2:22][NH:16][C@@H:14]([C:11]1[CH:12]=[CH:13][C:8]([Cl:7])=[CH:9][CH:10]=1)[CH3:15], predict the reactants needed to synthesize it. The reactants are: C([O-])([O-])=O.[K+].[K+].[Cl:7][C:8]1[CH:13]=[CH:12][C:11]([C@H:14]([NH2:16])[CH3:15])=[CH:10][CH:9]=1.[CH3:17][O:18][C:19](=[O:24])[CH2:20][CH2:21][CH2:22]Br.